Dataset: Full USPTO retrosynthesis dataset with 1.9M reactions from patents (1976-2016). Task: Predict the reactants needed to synthesize the given product. Given the product [Br:1][C:2]1[CH:3]=[C:4]([C:8]2[CH:24]=[C:11]3[N:12]=[C:13]([CH3:23])[C:14]([C@H:17]([OH:22])[C:18]([O:20][CH3:21])=[O:19])=[C:15]([I:16])[N:10]3[N:9]=2)[CH:5]=[CH:6][CH:7]=1, predict the reactants needed to synthesize it. The reactants are: [Br:1][C:2]1[CH:3]=[C:4]([C:8]2[CH:24]=[C:11]3[N:12]=[C:13]([CH3:23])[C:14]([C:17](=[O:22])[C:18]([O:20][CH3:21])=[O:19])=[C:15]([I:16])[N:10]3[N:9]=2)[CH:5]=[CH:6][CH:7]=1.CB1N2CCC[C@@H]2C(C2C=CC=CC=2)(C2C=CC=CC=2)O1.C1(C)C=CC=CC=1.